From a dataset of Full USPTO retrosynthesis dataset with 1.9M reactions from patents (1976-2016). Predict the reactants needed to synthesize the given product. (1) Given the product [OH:10][CH2:9][CH2:8][N:7]1[CH2:1][CH2:2][CH2:3][C:4]1=[O:5], predict the reactants needed to synthesize it. The reactants are: [C:1]1(=O)[O:5][CH2:4][CH2:3][CH2:2]1.[NH2:7][CH2:8][CH2:9][OH:10]. (2) Given the product [C:1]([O:5][C:6]([N:8]1[CH2:12][C:11]([F:13])([F:14])[CH2:10][C@H:9]1[CH2:15][OH:16])=[O:7])([CH3:4])([CH3:3])[CH3:2], predict the reactants needed to synthesize it. The reactants are: [C:1]([O:5][C:6]([N:8]1[CH2:12][C:11]([F:14])([F:13])[CH2:10][CH:9]1[C:15](O)=[O:16])=[O:7])([CH3:4])([CH3:3])[CH3:2]. (3) Given the product [C:21]([O:22][C:34]([N:1]1[C:9]2[C:4](=[CH:5][CH:6]=[CH:7][CH:8]=2)[C:3]([CH:10]=[O:11])=[CH:2]1)=[O:35])([CH3:20])([CH3:23])[CH3:26], predict the reactants needed to synthesize it. The reactants are: [NH:1]1[C:9]2[C:4](=[CH:5][CH:6]=[CH:7][CH:8]=2)[C:3]([CH:10]=[O:11])=[CH:2]1.C(N(CC)CC)C.C(O)(=O)[CH2:20][C:21]([CH2:26]C(O)=O)([C:23](O)=O)[OH:22].C1C[O:35][CH2:34]C1. (4) Given the product [CH2:23]([O:22][C:19]([N:5]=[S:3]([CH2:1][CH3:2])([C:6]1[CH:7]=[C:8]([CH3:12])[CH:9]=[CH:10][CH:11]=1)=[O:4])=[O:21])[CH3:24], predict the reactants needed to synthesize it. The reactants are: [CH2:1]([S:3]([C:6]1[CH:7]=[C:8]([CH3:12])[CH:9]=[CH:10][CH:11]=1)(=[NH:5])=[O:4])[CH3:2].CCCCCC.[C:19]([O:22][CH2:23][CH3:24])(=[O:21])C.